Task: Predict the product of the given reaction.. Dataset: Forward reaction prediction with 1.9M reactions from USPTO patents (1976-2016) (1) Given the reactants Cl.[NH2:2][CH2:3][C@@H:4]1[O:8][C:7](=[O:9])[N:6]([C:10]2[CH:15]=[C:14]([F:16])[C:13]([CH:17]3[CH:22]=[CH:21][S:20](=[O:24])(=[O:23])[CH2:19][CH2:18]3)=[C:12]([F:25])[CH:11]=2)[CH2:5]1.[F:26][CH:27]([F:33])[C:28](OCC)=[O:29].C(N(CC)CC)C, predict the reaction product. The product is: [O:24]=[S:20]1(=[O:23])[CH:19]=[CH:18][CH:17]([C:13]2[C:14]([F:16])=[CH:15][C:10]([N:6]3[CH2:5][C@H:4]([CH2:3][NH:2][C:28](=[O:29])[CH:27]([F:33])[F:26])[O:8][C:7]3=[O:9])=[CH:11][C:12]=2[F:25])[CH2:22][CH2:21]1. (2) Given the reactants C(OC(=O)[NH:7][C:8]1([C:11]2[N:16]=[C:15]3[NH:17][CH:18]=[CH:19][C:14]3=[CH:13][CH:12]=2)[CH2:10][CH2:9]1)(C)(C)C.Cl, predict the reaction product. The product is: [NH:17]1[C:15]2=[N:16][C:11]([CH:8]([NH2:7])[CH2:9][CH3:10])=[CH:12][CH:13]=[C:14]2[CH:19]=[CH:18]1. (3) Given the reactants C([O:5][C:6](=[O:31])[CH:7]([O:9][C@H:10]1[CH2:15][CH2:14][C@H:13]([N:16]([CH3:30])[S:17]([C:20]2[CH:25]=[CH:24][C:23]([C:26]([F:29])([F:28])[F:27])=[CH:22][CH:21]=2)(=[O:19])=[O:18])[CH2:12][CH2:11]1)[CH3:8])(C)(C)C.FC(F)(F)C(O)=O, predict the reaction product. The product is: [CH3:30][N:16]([S:17]([C:20]1[CH:25]=[CH:24][C:23]([C:26]([F:28])([F:29])[F:27])=[CH:22][CH:21]=1)(=[O:19])=[O:18])[C@H:13]1[CH2:14][CH2:15][C@H:10]([O:9][CH:7]([CH3:8])[C:6]([OH:31])=[O:5])[CH2:11][CH2:12]1. (4) Given the reactants Cl[C:2]1[N:7]=[CH:6][CH:5]=[C:4]2[N:8]([CH:27]([CH3:29])[CH3:28])[C:9](=[O:26])[N:10]([CH2:11][C:12]3[N:20]([CH2:21][CH2:22][CH:23]([CH3:25])[CH3:24])[C:15]4=[N:16][CH:17]=[CH:18][CH:19]=[C:14]4[N:13]=3)[C:3]=12.[C:30]([Zn]C#N)#[N:31], predict the reaction product. The product is: [CH2:21]([N:20]1[C:15]2=[N:16][CH:17]=[CH:18][CH:19]=[C:14]2[N:13]=[C:12]1[CH2:11][N:10]1[C:3]2[C:2]([C:30]#[N:31])=[N:7][CH:6]=[CH:5][C:4]=2[N:8]([CH:27]([CH3:29])[CH3:28])[C:9]1=[O:26])[CH2:22][CH:23]([CH3:25])[CH3:24].